Dataset: NCI-60 drug combinations with 297,098 pairs across 59 cell lines. Task: Regression. Given two drug SMILES strings and cell line genomic features, predict the synergy score measuring deviation from expected non-interaction effect. Cell line: A549. Drug 1: C1=CC=C(C(=C1)C(C2=CC=C(C=C2)Cl)C(Cl)Cl)Cl. Drug 2: CC1C(C(CC(O1)OC2CC(CC3=C2C(=C4C(=C3O)C(=O)C5=C(C4=O)C(=CC=C5)OC)O)(C(=O)CO)O)N)O.Cl. Synergy scores: CSS=48.0, Synergy_ZIP=-5.33, Synergy_Bliss=-5.62, Synergy_Loewe=-1.04, Synergy_HSA=0.353.